Predict which catalyst facilitates the given reaction. From a dataset of Catalyst prediction with 721,799 reactions and 888 catalyst types from USPTO. (1) Reactant: C(OC([NH:8][CH2:9][C:10]1[CH:11]=[CH:12][C:13]2[N:14]([CH:16]=[C:17]([C:19]([OH:21])=O)[N:18]=2)[CH:15]=1)=O)(C)(C)C.CCN(C(C)C)C(C)C.CN(C(ON1N=NC2C=CC=NC1=2)=[N+](C)C)C.F[P-](F)(F)(F)(F)F.[NH2:55][CH:56]1[CH2:61][CH2:60][CH:59]([N:62]2[C:67](=[O:68])[C:66]3[CH:69]=[C:70]([F:73])[CH:71]=[N:72][C:65]=3[N:64]([CH:74]3[CH2:79][CH2:78][S:77][CH2:76][CH2:75]3)[C:63]2=[O:80])[CH2:58][CH2:57]1. Product: [NH2:8][CH2:9][C:10]1[CH:11]=[CH:12][C:13]2[N:14]([CH:16]=[C:17]([C:19]([NH:55][C@H:56]3[CH2:61][CH2:60][C@@H:59]([N:62]4[C:67](=[O:68])[C:66]5[CH:69]=[C:70]([F:73])[CH:71]=[N:72][C:65]=5[N:64]([CH:74]5[CH2:75][CH2:76][S:77][CH2:78][CH2:79]5)[C:63]4=[O:80])[CH2:58][CH2:57]3)=[O:21])[N:18]=2)[CH:15]=1. The catalyst class is: 18. (2) Reactant: [NH2:1][CH2:2][CH:3]([OH:5])[CH3:4].Cl[C:7](=[O:13])[C:8]([O:10][CH2:11][CH3:12])=[O:9]. Product: [OH:5][CH:3]([CH3:4])[CH2:2][NH:1][C:7](=[O:13])[C:8]([O:10][CH2:11][CH3:12])=[O:9]. The catalyst class is: 2. (3) Reactant: [CH3:1][O:2][C:3](=[O:22])[C:4]1[C:9](Cl)=[CH:8][C:7]([CH3:11])=[N:6][C:5]=1[O:12][C:13]1[C:18]([CH3:19])=[CH:17][C:16]([Cl:20])=[CH:15][C:14]=1[CH3:21].[NH2:23][CH:24]([CH2:28][CH3:29])[CH:25]([OH:27])[CH3:26]. Product: [CH3:1][O:2][C:3](=[O:22])[C:4]1[C:9]([NH:23][CH:24]([CH2:28][CH3:29])[CH:25]([OH:27])[CH3:26])=[CH:8][C:7]([CH3:11])=[N:6][C:5]=1[O:12][C:13]1[C:18]([CH3:19])=[CH:17][C:16]([Cl:20])=[CH:15][C:14]=1[CH3:21]. The catalyst class is: 60. (4) Reactant: [F:1][C:2]1[CH:7]=[C:6]([N+:8]([O-:10])=[O:9])[C:5](F)=[CH:4][C:3]=1[C:12]1[O:16][CH:15]=[N:14][CH:13]=1.[C:17](=O)([O-])[O-:18].[K+].[K+]. Product: [F:1][C:2]1[CH:7]=[C:6]([N+:8]([O-:10])=[O:9])[C:5]([O:18][CH3:17])=[CH:4][C:3]=1[C:12]1[O:16][CH:15]=[N:14][CH:13]=1. The catalyst class is: 5. (5) Reactant: [CH3:1][O:2][C:3]1[C:7]([CH2:8][NH2:9])=[CH:6][N:5]([C:10]2[CH:15]=[N:14][C:13]([C:16]([F:19])([F:18])[F:17])=[CH:12][N:11]=2)[N:4]=1.[C:20]([O:24][C:25]([N:27]1[CH2:31][C@H:30]([F:32])[CH2:29][C@H:28]1[C:33](O)=[O:34])=[O:26])([CH3:23])([CH3:22])[CH3:21].CN(C(ON1N=NC2C=CC=NC1=2)=[N+](C)C)C.F[P-](F)(F)(F)(F)F.CCN(C(C)C)C(C)C. Product: [F:32][C@H:30]1[CH2:31][N:27]([C:25]([O:24][C:20]([CH3:21])([CH3:22])[CH3:23])=[O:26])[C@H:28]([C:33](=[O:34])[NH:9][CH2:8][C:7]2[C:3]([O:2][CH3:1])=[N:4][N:5]([C:10]3[CH:15]=[N:14][C:13]([C:16]([F:19])([F:17])[F:18])=[CH:12][N:11]=3)[CH:6]=2)[CH2:29]1. The catalyst class is: 35. (6) Reactant: [CH2:1]([S:3][C:4]1[N:5]([CH2:12][C:13]2[CH:18]=[CH:17][C:16]([C:19]3[C:20]([C:25]#[N:26])=[CH:21][CH:22]=[CH:23][CH:24]=3)=[CH:15][CH:14]=2)[C:6](=[O:11])[CH:7]=[C:8]([CH3:10])[N:9]=1)[CH3:2].C([O-])(=O)C.[Na+].[Br:32]Br. Product: [Br:32][C:7]1[C:6](=[O:11])[N:5]([CH2:12][C:13]2[CH:18]=[CH:17][C:16]([C:19]3[C:20]([C:25]#[N:26])=[CH:21][CH:22]=[CH:23][CH:24]=3)=[CH:15][CH:14]=2)[C:4]([S:3][CH2:1][CH3:2])=[N:9][C:8]=1[CH3:10]. The catalyst class is: 342. (7) Reactant: Cl[C:2]1[CH:7]=[CH:6][C:5]([CH2:8][N:9]2[C:13]([CH3:14])=[CH:12][C:11]([C:15]3[O:19][N:18]=[C:17]([C:20]4[CH:25]=[CH:24][C:23]([C:26]5([C:29]([F:32])([F:31])[F:30])[CH2:28][CH2:27]5)=[CH:22][CH:21]=4)[N:16]=3)=[N:10]2)=[CH:4][N:3]=1.[CH3:33][NH2:34]. Product: [CH3:33][NH:34][C:2]1[CH:7]=[CH:6][C:5]([CH2:8][N:9]2[C:13]([CH3:14])=[CH:12][C:11]([C:15]3[O:19][N:18]=[C:17]([C:20]4[CH:25]=[CH:24][C:23]([C:26]5([C:29]([F:32])([F:30])[F:31])[CH2:28][CH2:27]5)=[CH:22][CH:21]=4)[N:16]=3)=[N:10]2)=[CH:4][N:3]=1. The catalyst class is: 8. (8) Reactant: [CH3:1][C@@:2]([S:24]([CH3:27])(=[O:26])=[O:25])([CH2:6][CH2:7][N:8]1[CH:12]=[C:11]([C:13]2[CH:18]=[CH:17][C:16]([C:19]3[O:20][CH:21]=[CH:22][N:23]=3)=[CH:15][CH:14]=2)[CH:10]=[N:9]1)[C:3](O)=[O:4].CN1CCOCC1.[O:35]1[CH2:40][CH2:39][CH2:38][CH2:37][CH:36]1[O:41][NH2:42].O. Product: [CH3:1][C@@:2]([S:24]([CH3:27])(=[O:25])=[O:26])([CH2:6][CH2:7][N:8]1[CH:12]=[C:11]([C:13]2[CH:18]=[CH:17][C:16]([C:19]3[O:20][CH:21]=[CH:22][N:23]=3)=[CH:15][CH:14]=2)[CH:10]=[N:9]1)[C:3]([NH:42][O:41][CH:36]1[CH2:37][CH2:38][CH2:39][CH2:40][O:35]1)=[O:4]. The catalyst class is: 504.